This data is from Peptide-MHC class I binding affinity with 185,985 pairs from IEDB/IMGT. The task is: Regression. Given a peptide amino acid sequence and an MHC pseudo amino acid sequence, predict their binding affinity value. This is MHC class I binding data. (1) The peptide sequence is PFIRNPNKM. The MHC is HLA-A24:02 with pseudo-sequence HLA-A24:02. The binding affinity (normalized) is 0.613. (2) The binding affinity (normalized) is 0.945. The MHC is HLA-A02:01 with pseudo-sequence HLA-A02:01. The peptide sequence is FMVAWGKEA. (3) The peptide sequence is TLKRRSWPLN. The MHC is HLA-A30:01 with pseudo-sequence HLA-A30:01. The binding affinity (normalized) is 0.205. (4) The peptide sequence is SFFMNRFYI. The MHC is HLA-A24:02 with pseudo-sequence HLA-A24:02. The binding affinity (normalized) is 0.524. (5) The peptide sequence is MEAQLIRQM. The MHC is HLA-B40:01 with pseudo-sequence HLA-B40:01. The binding affinity (normalized) is 0.382. (6) The peptide sequence is SSNPVMSRF. The MHC is HLA-A01:01 with pseudo-sequence HLA-A01:01. The binding affinity (normalized) is 0.228. (7) The peptide sequence is KLNGAMVEY. The MHC is HLA-B15:01 with pseudo-sequence HLA-B15:01. The binding affinity (normalized) is 0.130. (8) The peptide sequence is RRMATTFTF. The MHC is HLA-B08:02 with pseudo-sequence HLA-B08:02. The binding affinity (normalized) is 0.0847. (9) The peptide sequence is YADSVKGR. The MHC is HLA-A03:01 with pseudo-sequence HLA-A03:01. The binding affinity (normalized) is 0.